The task is: Regression. Given two drug SMILES strings and cell line genomic features, predict the synergy score measuring deviation from expected non-interaction effect.. This data is from NCI-60 drug combinations with 297,098 pairs across 59 cell lines. Drug 1: C1=CC(=CC=C1CCCC(=O)O)N(CCCl)CCCl. Drug 2: CC1=C(C=C(C=C1)C(=O)NC2=CC(=CC(=C2)C(F)(F)F)N3C=C(N=C3)C)NC4=NC=CC(=N4)C5=CN=CC=C5. Cell line: HS 578T. Synergy scores: CSS=15.2, Synergy_ZIP=-2.68, Synergy_Bliss=-5.74, Synergy_Loewe=-10.1, Synergy_HSA=-9.96.